Dataset: Reaction yield outcomes from USPTO patents with 853,638 reactions. Task: Predict the reaction yield, written as a fraction of the theoretical maximum amount of product (1.0 means a 100% yield; for example, 0.34 means a 34% yield). (1) The reactants are Br[CH2:2][CH2:3][OH:4].[CH2:5]([C:9]1[CH:10]=[C:11]2[C:16](=[CH:17][CH:18]=1)[C:15]([C:19]([NH:21][C:22]1[CH:23]=[C:24]([CH:30]=[CH:31][CH:32]=1)[O:25][CH2:26][C:27]([OH:29])=[O:28])=[O:20])=[CH:14][CH:13]=[CH:12]2)[CH2:6][CH2:7][CH3:8].C([O-])(O)=O.[Na+].CN(C=O)C. The catalyst is CCOC(C)=O.O. The product is [CH2:5]([C:9]1[CH:10]=[C:11]2[C:16](=[CH:17][CH:18]=1)[C:15]([C:19]([NH:21][C:22]1[CH:23]=[C:24]([CH:30]=[CH:31][CH:32]=1)[O:25][CH2:26][C:27]([O:29][CH2:2][CH2:3][OH:4])=[O:28])=[O:20])=[CH:14][CH:13]=[CH:12]2)[CH2:6][CH2:7][CH3:8]. The yield is 0.690. (2) The reactants are B(Br)(Br)Br.[Cl:5][C:6]1[C:7]([O:19]C)=[CH:8][C:9]([CH3:18])=[C:10]([CH2:12][C:13]([O:15][CH2:16][CH3:17])=[O:14])[CH:11]=1. The catalyst is ClCCl. The product is [Cl:5][C:6]1[C:7]([OH:19])=[CH:8][C:9]([CH3:18])=[C:10]([CH2:12][C:13]([O:15][CH2:16][CH3:17])=[O:14])[CH:11]=1. The yield is 0.722. (3) The reactants are [CH3:1][C:2]1[N:7]=[C:6]([NH2:8])[CH:5]=[C:4]([CH3:9])[N:3]=1.Br[C:11]1[C:12](=[O:19])[N:13]([CH3:18])[CH:14]=[C:15]([Br:17])[CH:16]=1.CC1(C)C2C(=C(P(C3C=CC=CC=3)C3C=CC=CC=3)C=CC=2)OC2C(P(C3C=CC=CC=3)C3C=CC=CC=3)=CC=CC1=2.C(=O)([O-])[O-].[Cs+].[Cs+]. The catalyst is C1C=CC(/C=C/C(/C=C/C2C=CC=CC=2)=O)=CC=1.C1C=CC(/C=C/C(/C=C/C2C=CC=CC=2)=O)=CC=1.C1C=CC(/C=C/C(/C=C/C2C=CC=CC=2)=O)=CC=1.[Pd].[Pd].O1CCOCC1. The product is [Br:17][C:15]1[CH:16]=[C:11]([NH:8][C:6]2[CH:5]=[C:4]([CH3:9])[N:3]=[C:2]([CH3:1])[N:7]=2)[C:12](=[O:19])[N:13]([CH3:18])[CH:14]=1. The yield is 0.400. (4) The reactants are C([Li])CCC.Br[C:7]1[CH:12]=[C:11]([CH:13]([S:22][C:23]2[CH:28]=[CH:27][C:26]([Cl:29])=[CH:25][CH:24]=2)[C:14]2[CH:19]=[C:18]([F:20])[CH:17]=[CH:16][C:15]=2[F:21])[C:10]([Br:30])=[CH:9][N:8]=1.CN(C)[CH:33]=[O:34].[BH4-].[Na+]. The catalyst is CCCCCC.O.CO.C1(C)C=CC=CC=1. The product is [Br:30][C:10]1[C:11]([CH:13]([S:22][C:23]2[CH:28]=[CH:27][C:26]([Cl:29])=[CH:25][CH:24]=2)[C:14]2[CH:19]=[C:18]([F:20])[CH:17]=[CH:16][C:15]=2[F:21])=[CH:12][C:7]([CH2:33][OH:34])=[N:8][CH:9]=1. The yield is 0.890.